From a dataset of Full USPTO retrosynthesis dataset with 1.9M reactions from patents (1976-2016). Predict the reactants needed to synthesize the given product. (1) Given the product [Cl:116][C:103]1=[C:104]([CH:108]=[CH:50][C:51]2[C:59]([CH3:60])([CH3:61])[C:58]3[C:53](=[CH:54][CH:55]=[C:56]([S:62]([O-:65])(=[O:64])=[O:63])[CH:57]=3)[N+:52]=2[CH2:66][CH2:67][CH2:68][S:69]([O-:72])(=[O:71])=[O:70])[CH2:105][CH2:106][CH2:107]/[C:102]/1=[CH:101]\[CH:74]=[C:75]1/[C:76]([CH3:92])([CH3:91])[C:77]2[C:78](=[N:90]/1)[N:79]([CH2:83][CH2:84][CH2:85][S:86]([O-:89])(=[O:88])=[O:87])[CH:80]=[CH:81][CH:82]=2.[Na+:48].[Na+:48], predict the reactants needed to synthesize it. The reactants are: Br/C(/C=C/C1C(C)(C)C2C(N=1)=[N+](CCCS([O-])(=O)=O)C=C(Cl)C=2)=C\C=C1\N(CCCS([O-])(=O)=O)C2C(C\1(C)C)=CC(S([O-])(=O)=O)=CC=2.[Na+:48].[Na+].[CH3:50][C:51]1[C:59]([CH3:61])([CH3:60])[C:58]2[C:53](=[CH:54][CH:55]=[C:56]([S:62]([O-:65])(=[O:64])=[O:63])[CH:57]=2)[N+:52]=1[CH2:66][CH2:67][CH2:68][S:69]([O-:72])(=[O:71])=[O:70].[Na+].[CH3:74][C:75]1[C:76]([CH3:92])([CH3:91])[C:77]2[C:78]([N:90]=1)=[N+:79]([CH2:83][CH2:84][CH2:85][S:86]([O-:89])(=[O:88])=[O:87])[CH:80]=[CH:81][CH:82]=2.Cl.N([CH:101]=[C:102]1[CH2:107][CH2:106][CH2:105][C:104]([CH:108]=NC2C=CC=CC=2)=[C:103]1[Cl:116])C1C=CC=CC=1. (2) Given the product [CH2:27]([NH:26][C:24]([NH:23][C:20]1[CH:21]=[CH:22][C:17]([C:15]([N:12]2[CH2:13][CH2:14][CH:9]([NH:8][C:7]3[CH:33]=[CH:34][C:4]([CH2:3][CH2:2][NH:1][CH2:63][C@H:61]([OH:62])[CH2:60][O:59][C:56]4[CH:57]=[CH:58][C:53]([OH:52])=[CH:54][CH:55]=4)=[CH:5][CH:6]=3)[CH2:10][CH2:11]2)=[O:16])=[CH:18][CH:19]=1)=[O:25])[CH2:28][CH2:29][CH2:30][CH2:31][CH3:32], predict the reactants needed to synthesize it. The reactants are: [NH2:1][CH2:2][CH2:3][C:4]1[CH:34]=[CH:33][C:7]([NH:8][CH:9]2[CH2:14][CH2:13][N:12]([C:15]([C:17]3[CH:22]=[CH:21][C:20]([NH:23][C:24]([NH:26][CH2:27][CH2:28][CH2:29][CH2:30][CH2:31][CH3:32])=[O:25])=[CH:19][CH:18]=3)=[O:16])[CH2:11][CH2:10]2)=[CH:6][CH:5]=1.C([Si]([O:52][C:53]1[CH:58]=[CH:57][C:56]([O:59][CH2:60][CH:61]2[CH2:63][O:62]2)=[CH:55][CH:54]=1)(C1C=CC=CC=1)C1C=CC=CC=1)(C)(C)C. (3) The reactants are: [Br:1][C:2]1[N:6]2[CH2:7][CH2:8][CH2:9][N:10]([C:12]([O:14][C:15]([CH3:18])([CH3:17])[CH3:16])=[O:13])[CH2:11][C:5]2=[C:4]([C:19](O)=[O:20])[N:3]=1.[CH3:22][NH:23][C:24](=[O:31])[C@H:25]([CH2:27][CH:28]([CH3:30])[CH3:29])[NH2:26].CCN(C(C)C)C(C)C.CN(C(ON1N=NC2C=CC=CC1=2)=[N+](C)C)C.[B-](F)(F)(F)F. Given the product [Br:1][C:2]1[N:6]2[CH2:7][CH2:8][CH2:9][N:10]([C:12]([O:14][C:15]([CH3:17])([CH3:18])[CH3:16])=[O:13])[CH2:11][C:5]2=[C:4]([C:19](=[O:20])[NH:26][C@@H:25]([CH2:27][CH:28]([CH3:30])[CH3:29])[C:24]([NH:23][CH3:22])=[O:31])[N:3]=1, predict the reactants needed to synthesize it. (4) Given the product [ClH:20].[CH2:1]1[C:3]2([CH2:4][CH2:5][N:6]([C:9]3[C:14]([F:15])=[CH:13][N:12]=[C:11]([CH2:16][NH2:17])[CH:10]=3)[CH2:7][CH2:8]2)[CH2:2]1, predict the reactants needed to synthesize it. The reactants are: [CH2:1]1[C:3]2([CH2:8][CH2:7][N:6]([C:9]3[C:14]([F:15])=[CH:13][N:12]=[C:11]([C:16]#[N:17])[CH:10]=3)[CH2:5][CH2:4]2)[CH2:2]1.CO.[ClH:20]. (5) Given the product [N:12]1([CH2:22][C:23]2[N:27]([C:28]([O:30][C:31]([CH3:34])([CH3:32])[CH3:33])=[O:29])[C:26]3[CH:35]=[CH:36][CH:37]=[CH:38][C:25]=3[N:24]=2)[C@H:13]2[C@@H:8]([CH2:7][CH2:6][C:5]3[C:14]2=[N:1][CH:2]=[CH:3][CH:4]=3)[CH2:9][CH2:10][CH2:11]1.[N:12]1([CH2:22][C:23]2[N:27]([C:28]([O:30][C:31]([CH3:34])([CH3:32])[CH3:33])=[O:29])[C:26]3[CH:35]=[CH:36][CH:37]=[CH:38][C:25]=3[N:24]=2)[C@@H:13]2[C@@H:8]([CH2:7][CH2:6][C:5]3[C:14]2=[N:1][CH:2]=[CH:3][CH:4]=3)[CH2:9][CH2:10][CH2:11]1, predict the reactants needed to synthesize it. The reactants are: [NH:1]1[CH:14]2[CH:5]([CH2:6][CH2:7][C:8]3[C:13]2=[N:12][CH:11]=[CH:10][CH:9]=3)[CH2:4][CH2:3][CH2:2]1.C(=O)([O-])[O-].[K+].[K+].Cl[CH2:22][C:23]1[N:27]([C:28]([O:30][C:31]([CH3:34])([CH3:33])[CH3:32])=[O:29])[C:26]2[CH:35]=[CH:36][CH:37]=[CH:38][C:25]=2[N:24]=1.[I-].[K+].